From a dataset of NCI-60 drug combinations with 297,098 pairs across 59 cell lines. Regression. Given two drug SMILES strings and cell line genomic features, predict the synergy score measuring deviation from expected non-interaction effect. (1) Drug 1: CC1CCC2CC(C(=CC=CC=CC(CC(C(=O)C(C(C(=CC(C(=O)CC(OC(=O)C3CCCCN3C(=O)C(=O)C1(O2)O)C(C)CC4CCC(C(C4)OC)O)C)C)O)OC)C)C)C)OC. Drug 2: CC1C(C(CC(O1)OC2CC(CC3=C2C(=C4C(=C3O)C(=O)C5=C(C4=O)C(=CC=C5)OC)O)(C(=O)CO)O)N)O.Cl. Cell line: PC-3. Synergy scores: CSS=33.8, Synergy_ZIP=1.97, Synergy_Bliss=4.76, Synergy_Loewe=5.50, Synergy_HSA=6.02. (2) Drug 1: CCC1(CC2CC(C3=C(CCN(C2)C1)C4=CC=CC=C4N3)(C5=C(C=C6C(=C5)C78CCN9C7C(C=CC9)(C(C(C8N6C=O)(C(=O)OC)O)OC(=O)C)CC)OC)C(=O)OC)O.OS(=O)(=O)O. Drug 2: CN1C(=O)N2C=NC(=C2N=N1)C(=O)N. Cell line: RXF 393. Synergy scores: CSS=8.26, Synergy_ZIP=-4.22, Synergy_Bliss=1.96, Synergy_Loewe=-7.37, Synergy_HSA=1.04. (3) Drug 2: CN(C(=O)NC(C=O)C(C(C(CO)O)O)O)N=O. Cell line: HL-60(TB). Synergy scores: CSS=6.12, Synergy_ZIP=-1.45, Synergy_Bliss=-6.50, Synergy_Loewe=-3.98, Synergy_HSA=-4.06. Drug 1: CN1C2=C(C=C(C=C2)N(CCCl)CCCl)N=C1CCCC(=O)O.Cl.